Dataset: Forward reaction prediction with 1.9M reactions from USPTO patents (1976-2016). Task: Predict the product of the given reaction. Given the reactants [CH3:1][S:2]([C:5]1[CH:50]=[CH:49][CH:48]=[CH:47][C:6]=1[CH2:7][NH:8][C:9](=[O:46])[CH:10]([NH:20][C:21]1[CH:22]=[C:23]2[C:28](=[CH:29][CH:30]=1)[C:27]([N:31]([C:39]([O:41][C:42]([CH3:45])([CH3:44])[CH3:43])=[O:40])[C:32]([O:34][C:35]([CH3:38])([CH3:37])[CH3:36])=[O:33])=[N:26][CH:25]=[CH:24]2)[C:11]1[CH:16]=[CH:15][CH:14]=[C:13]([C:17]([CH3:19])=[CH2:18])[CH:12]=1)(=[O:4])=[O:3], predict the reaction product. The product is: [CH3:1][S:2]([C:5]1[CH:50]=[CH:49][CH:48]=[CH:47][C:6]=1[CH2:7][NH:8][C:9](=[O:46])[CH:10]([NH:20][C:21]1[CH:22]=[C:23]2[C:28](=[CH:29][CH:30]=1)[C:27]([N:31]([C:39]([O:41][C:42]([CH3:45])([CH3:44])[CH3:43])=[O:40])[C:32]([O:34][C:35]([CH3:37])([CH3:38])[CH3:36])=[O:33])=[N:26][CH:25]=[CH:24]2)[C:11]1[CH:16]=[CH:15][CH:14]=[C:13]([CH:17]([CH3:19])[CH3:18])[CH:12]=1)(=[O:4])=[O:3].